From a dataset of Forward reaction prediction with 1.9M reactions from USPTO patents (1976-2016). Predict the product of the given reaction. (1) Given the reactants [C:1]1([N:7]=[C:8]([S:11][CH:12]([CH2:18][CH3:19])[CH:13]([CH3:17])[CH2:14][CH2:15][CH3:16])[C:9]#[CH:10])[CH:6]=[CH:5][CH:4]=[CH:3][CH:2]=1.[F:20][C:21]1[CH:26]=[CH:25][C:24]([SH:27])=[CH:23][CH:22]=1, predict the reaction product. The product is: [F:20][C:21]1[CH:26]=[CH:25][C:24]([S:27][CH:10]=[CH:9][C:8](=[N:7][C:1]2[CH:6]=[CH:5][CH:4]=[CH:3][CH:2]=2)[S:11][CH:12]([CH2:18][CH3:19])[CH:13]([CH3:17])[CH2:14][CH2:15][CH3:16])=[CH:23][CH:22]=1. (2) Given the reactants O=[C:2]1[CH:10]2[CH2:11][C:6]3([NH:13][C:14](=[O:20])[O:15][C:16]([CH3:19])([CH3:18])[CH3:17])[CH2:7][CH:8]([CH2:12][CH:4]([CH2:5]3)[NH:3]1)[CH2:9]2.CO, predict the reaction product. The product is: [C:6]12([NH:13][C:14](=[O:20])[O:15][C:16]([CH3:18])([CH3:17])[CH3:19])[CH2:11][CH:10]3[CH2:9][CH:8]([CH2:12][CH:4]([NH:3][CH2:2]3)[CH2:5]1)[CH2:7]2.